Dataset: Reaction yield outcomes from USPTO patents with 853,638 reactions. Task: Predict the reaction yield, written as a fraction of the theoretical maximum amount of product (1.0 means a 100% yield; for example, 0.34 means a 34% yield). (1) The yield is 0.680. The product is [F:1][C:2]1[CH:3]=[C:4]([CH:5]=[CH:6][C:7]=1[N+:8]([O-:10])=[O:9])[C:11]([OH:13])=[O:17]. No catalyst specified. The reactants are [F:1][C:2]1[CH:3]=[C:4]([CH3:11])[CH:5]=[CH:6][C:7]=1[N+:8]([O-:10])=[O:9].S(=O)(=O)(O)[OH:13].[OH2:17]. (2) The reactants are O=[C:2]([C:6]1[CH:7]=[C:8]2[C:12](=[CH:13][CH:14]=1)[N:11]([Si](C(C)C)(C(C)C)C(C)C)[CH:10]=[CH:9]2)[CH2:3][C:4]#[N:5].O.NN.NC1C=C[NH:31][N:30]=1. The catalyst is CCO. The product is [NH:11]1[C:12]2[C:8](=[CH:7][C:6]([C:2]3[CH:3]=[C:4]([NH2:5])[NH:30][N:31]=3)=[CH:14][CH:13]=2)[CH:9]=[CH:10]1. The yield is 0.410. (3) The reactants are S(Cl)(Cl)(=O)=O.[N+:6]([C:9]1[CH:14]=[CH:13][CH:12]=[CH:11][C:10]=1[CH2:15][C:16]([OH:18])=[O:17])([O-:8])=[O:7].[CH3:19]COC(C)=O. The catalyst is CO. The product is [N+:6]([C:9]1[CH:14]=[CH:13][CH:12]=[CH:11][C:10]=1[CH2:15][C:16]([O:18][CH3:19])=[O:17])([O-:8])=[O:7]. The yield is 0.947.